Regression. Given two drug SMILES strings and cell line genomic features, predict the synergy score measuring deviation from expected non-interaction effect. From a dataset of NCI-60 drug combinations with 297,098 pairs across 59 cell lines. (1) Drug 1: C1=NC(=NC(=O)N1C2C(C(C(O2)CO)O)O)N. Drug 2: C1CC(=O)NC(=O)C1N2C(=O)C3=CC=CC=C3C2=O. Cell line: IGROV1. Synergy scores: CSS=33.5, Synergy_ZIP=-7.37, Synergy_Bliss=1.99, Synergy_Loewe=-10.4, Synergy_HSA=0.829. (2) Drug 1: C1C(C(OC1N2C=C(C(=O)NC2=O)F)CO)O. Drug 2: C1C(C(OC1N2C=NC3=C2NC=NCC3O)CO)O. Cell line: HCT-15. Synergy scores: CSS=43.7, Synergy_ZIP=-2.50, Synergy_Bliss=-3.48, Synergy_Loewe=-23.3, Synergy_HSA=0.396.